This data is from Forward reaction prediction with 1.9M reactions from USPTO patents (1976-2016). The task is: Predict the product of the given reaction. (1) Given the reactants [C:1]([C:5]1[CH:9]=[C:8]([NH:10][C:11]([NH:13][C@@H:14]2[C:23]3[C:18](=[CH:19][CH:20]=[CH:21][CH:22]=3)[C@H:17]([O:24][C:25]3[CH:26]=[CH:27][C:28]4[N:29]([C:31]([N:34]5[CH2:38][CH2:37][CH2:36][C@@H:35]5[CH3:39])=[N:32][N:33]=4)[CH:30]=3)[CH2:16][CH2:15]2)=[O:12])[N:7]([C:40]2[CH:41]=[CH:42][C:43]([Cl:54])=[C:44]([CH:53]=2)[O:45][CH2:46][CH2:47][O:48]S(C)(=O)=O)[N:6]=1)([CH3:4])([CH3:3])[CH3:2].[CH3:55][NH:56][CH3:57].C1C[O:61]CC1, predict the reaction product. The product is: [CH:47]([OH:48])=[O:61].[C:1]([C:5]1[CH:9]=[C:8]([NH:10][C:11]([NH:13][C@@H:14]2[C:23]3[C:18](=[CH:19][CH:20]=[CH:21][CH:22]=3)[C@H:17]([O:24][C:25]3[CH:26]=[CH:27][C:28]4[N:29]([C:31]([N:34]5[CH2:38][CH2:37][CH2:36][C@@H:35]5[CH3:39])=[N:32][N:33]=4)[CH:30]=3)[CH2:16][CH2:15]2)=[O:12])[N:7]([C:40]2[CH:41]=[CH:42][C:43]([Cl:54])=[C:44]([O:45][CH2:46][CH2:47][N:56]([CH3:57])[CH3:55])[CH:53]=2)[N:6]=1)([CH3:4])([CH3:3])[CH3:2]. (2) Given the reactants Cl.Cl.[OH:3][CH2:4][C@@H:5]1[CH2:14][N:9]2[CH2:10][CH2:11][NH:12][CH2:13][C@@H:8]2[CH2:7][CH2:6]1.Cl[C:16]1[CH:21]=[CH:20][C:19]([Cl:22])=[CH:18][N:17]=1.C(=O)([O-])[O-].[Na+].[Na+], predict the reaction product. The product is: [OH:3][CH2:4][C@@H:5]1[CH2:14][N:9]2[CH2:10][CH2:11][N:12]([C:16]3[CH:21]=[CH:20][C:19]([Cl:22])=[CH:18][N:17]=3)[CH2:13][C@@H:8]2[CH2:7][CH2:6]1.